Dataset: Reaction yield outcomes from USPTO patents with 853,638 reactions. Task: Predict the reaction yield, written as a fraction of the theoretical maximum amount of product (1.0 means a 100% yield; for example, 0.34 means a 34% yield). The reactants are [NH2:1][C@H:2]([CH2:10][OH:11])[CH2:3][C:4]1[CH:9]=[CH:8][CH:7]=[CH:6][CH:5]=1.[CH:12](=O)[C:13]1[CH:18]=[CH:17][CH:16]=[CH:15][CH:14]=1.[H][H]. The catalyst is C(O)C.[Pt]. The product is [CH2:12]([NH:1][C@H:2]([CH2:10][OH:11])[CH2:3][C:4]1[CH:5]=[CH:6][CH:7]=[CH:8][CH:9]=1)[C:13]1[CH:18]=[CH:17][CH:16]=[CH:15][CH:14]=1. The yield is 0.480.